From a dataset of B-cell epitopes from IEDB database with 3,159 antigens for binding position prediction. Token-level Classification. Given an antigen amino acid sequence, predict which amino acid positions are active epitope sites capable of antibody binding. Output is a list of indices for active positions. (1) Given the antigen sequence: MAKLSKQQKKQMYIEKLSSLIQQYSKILIVHVDNVGSNQMASVRKSLRGKATILMGKNTRIRTALKKNLQAVPQIEKLLPLVKLNMGFVFCKDDLSEIRNIILDNKSPAPARLGVIAPIDVFIPPGPTGMDPSHTSFFQSLGISTKIVKGQIEIQEHVHLIKQGEKVTASSATLLQKFNMKPFSYGVDVRTVYDDGVIYDAKVLDITDEDILEKFSKGVSNVAALSRATGVITEASYPHVFVEAFKNIVALIIDSDYTFPLMENIKKMVENPEAFAAVAAPASAAKADEPKKEEAKKVEEEEEEEEDGFMGFGMFD, which amino acid positions are active epitope sites? The epitope positions are: [300, 301, 302, 303, 304, 305, 306, 307, 308, 309, 310, 311, 312, 313, 314, 315]. The amino acids at these positions are: EEEEEEDGFMGFGMFD. (2) The epitope positions are: [312, 313, 314, 315, 316, 317, 318, 319, 320]. The amino acids at these positions are: GPLTLELQI. Given the antigen sequence: MWLLRCVLLCVSLSLAVSGQHKPEAPDYSSVLHCGPWSFQFAVNLNQEATSPPVLIAWDNQGLLHELQNDSDCGTWIRKGPGSSVVLEATYSSCYVTEWDSHYIMPVGVEGAGAAEHKVVTERKLLKCPMDLLARDAPDTDWCDSIPARDRLPCAPSPISRGDCEGLGCCYSSEEVNSCYYGNTVTLHCTREGHFSIAVSRNVTSPPLLLDSVRLALRNDSACNPVMATQAFVLFQFPFTSCGTTRQITGDRAVYENELVATRDVKNGSRGSVTRDSIFRLHVSCSYSVSSNSLPINVQVFTLPPPFPETQPGPLTLELQIAKDKNYGSYYGVGDYPVVKLLRDPIYVEVSILHRTDPYLGLLLQQCWATPSTDPLSQPQWPILVKGCPYIGDNYQTQLIPVQKALDLPFPSHHQRFSIFTFSFVNPTVEKQALRGPVHLHCSVSVCQPAETPSCVVTCPDLSRRRNFDNSSQNTTASVSSKGPMILLQATKDPPEKLRV..., which amino acid positions are active epitope sites? (3) Given the antigen sequence: MIGMILTHPHLFWLSLGGLLLAAEMLGGSGYLLWSGVAGVVTGALTWLLPLSWEWQGTLFAVLTLLAAWLWSKWLRKRVKTQRPADAQLNQRGQQLVGRRLTLDAPLVNGRGHVRVGDSSWPVIADEDFAAGSKVEVIAVEGITLRIRPAVR, which amino acid positions are active epitope sites? The epitope positions are: [60, 61, 62, 63, 64, 65, 66, 67, 68, 69, 70, 71, 72, 73, 74]. The amino acids at these positions are: AVLTLLAAWLWSKWL. (4) Given the antigen sequence: ALSVLGAGLVVNTNEVSATVTRGTINDPQRAKEALDKYELENHDLKTKNEGLKTENEGLKTENEGLKTENERLKTEKSNLERKTAELTSEKKEHEAENDKLKQQRDTLSTQKETLEREVQNTQYNNETLKIKNGDLTKELNKTRQELANKQQESKENEKALNELLEKTVKDKIAKEQENKETIGTLKKILDETVKDKLAKEQKSKQNIGALKQELAKKDEANKISDASRKGLRRDLDASREAKKQLEAEHQKLEEQNKISEASRKGLRRDLDASREAKKQLEAEHQKLEEQNKISEASRKGLRRDLDASREAKKQVEKALEEANSKLAALEKLNKELEESKKLTEKEKAELQAKLEAEAKALKEQLAKQAEELAKLRAGKASDSQTPDTKPGNKAVPGKGQAPQAGTKPNQNKAPMKETKRQLPSTGETANPFFTAAALTVMATAGVAAVVKRKEEN, which amino acid positions are active epitope sites? The epitope positions are: [152, 153, 154, 155, 156, 157, 158, 159, 160, 161, 162, 163, 164, 165, 166, 167, 168, 169, 170, 171]. The amino acids at these positions are: ESKENEKALNELLEKTVKDK. (5) Given the antigen sequence: MKTIIALSYIFCLALGQDLPGNDNSTATLCLGHHAVPNGTLVKTITDDQIEVTNATELVQSSSTGKICNNPHRILDGIDCTLIDALLGDPHCDVFQNETWDLFVERSKAFSNCYPYDVPDYASLRSLVASSGTLEFITEGFTWTGVTQNGGSNACKRGPGSGFFSRLNWLTKSGSTYPVLNVTMPNNDNFDKLYIWGIHHPSTNQEQTSLYVQASGRVTVSTRRSQQTIIPNIGSRPWVRGLSSRISIYWTIVKPGDVLVINSNGNLIAPRGYFKMRTGKSSIMRSDAPIDTCISECITPNGSIPNDKPFQNVNKITYGACPKYVKQNTLKLATGMRNVPEKQTRGLFGAIAGFIENGWEGMIDGWYGFRHQNSEGTGQAADLKSTQAAIDQINGKLNRVIEKTNEKFHQIEKEFSEVEGRIQDLEKYVEDTKIDLWSYNAELLVALENQHTIDLTDSEMNKLFEKTRRQLRENAEEMGNGCFKIYHKCDNACIESIRNG..., which amino acid positions are active epitope sites? The epitope positions are: [216, 217, 218, 219, 220, 221, 222, 223, 224, 225, 226, 227, 228, 229, 230, 231, 232, 233]. The amino acids at these positions are: RVTVSTRRSQQTIIPNIG. (6) Given the antigen sequence: MPKERRSRRRPQPIIRWVSLTLTLLALSRPIQTWRCSLSLGNQQWMTAYNQEAKFSISIDQILEAHNQSPFCAKSPRYTLDSVNGYPKIYWPPPQGRRRFGARAMVTYDCEPRCPYVGADRFDCPHWDNASQADQGSFYVNHQILFLHLKQCHGIFTLTWEIWGYDPLITFSLHKIPDPPQPDFPQLTSDWVPSVRSWALLLNQTARAFPDCAICWEPSPPWAPEILVYNKTISSSGPGLALPDAQIFWVNTSSFNTTQGWHHPSQRLLFNVSQGNALLLPPISLVNLSTASSAPPTRVRRSPVAALTLGLALSVGLTGINVAVSALSHQRLTSLIHVLEQDQQRLITAINQTHYNLLNVASVVAQNRRGLDWLYIRLGFQSLCPTINEPCCFLRIQNDSIIRLGDLQPLSQRVSTDWQWPWNWDLGLTAWVRETIHSVLSLFLLALFLLFLAPCLIKCLTSRLLKLLRQAPHFPEISLTPKPDSDYQALLPSAPEIYSH..., which amino acid positions are active epitope sites? The epitope positions are: [114, 115, 116, 117, 118, 119, 120, 121, 122, 123]. The amino acids at these positions are: PYVGADRFDC.